From a dataset of Forward reaction prediction with 1.9M reactions from USPTO patents (1976-2016). Predict the product of the given reaction. (1) Given the reactants [C:1]([OH:5])(=[O:4])[CH:2]=[CH2:3].[CH2:6]([O:10][C:11](=[O:14])[CH:12]=[CH2:13])[CH2:7][CH2:8][CH3:9].[C:15]([NH2:19])(=[O:18])[CH:16]=[CH2:17], predict the reaction product. The product is: [C:1]([OH:5])(=[O:4])[CH:2]=[CH2:3].[CH2:6]([O:10][C:11](=[O:14])[CH:12]=[CH2:13])[CH2:7][CH2:8][CH3:9].[C:15]([NH2:19])(=[O:18])[CH:16]=[CH2:17]. (2) The product is: [F:30][C:25]1[CH:26]=[C:27]2[C:22](=[CH:23][CH:24]=1)[C:21]([CH2:34][CH2:35][CH3:36])([CH2:31][CH2:32][CH3:33])[C:20](=[O:37])[C:19]([C:14]1[NH:13][C:12]3[CH:38]=[CH:39][C:9]([OH:8])=[CH:10][C:11]=3[S:16](=[O:17])(=[O:18])[N:15]=1)=[C:28]2[OH:29]. Given the reactants C([O:8][C:9]1[CH:39]=[CH:38][C:12]2[NH:13][C:14]([C:19]3[C:20](=[O:37])[C:21]([CH2:34][CH2:35][CH3:36])([CH2:31][CH2:32][CH3:33])[C:22]4[C:27]([C:28]=3[OH:29])=[CH:26][C:25]([F:30])=[CH:24][CH:23]=4)=[N:15][S:16](=[O:18])(=[O:17])[C:11]=2[CH:10]=1)C1C=CC=CC=1.C(OC1C=CC2NC(C3C(=O)C(CCC)(CCC)C4C(C=3O)=CC=CC=4)=NS(=O)(=O)C=2C=1)C1C=CC=CC=1, predict the reaction product. (3) Given the reactants C(OC(=O)[N:7]([CH2:14][C:15]([F:18])([F:17])[CH3:16])[C:8]1[CH:13]=[CH:12][CH:11]=[CH:10][N:9]=1)(C)(C)C.C(OC(=O)C)C.[ClH:26], predict the reaction product. The product is: [ClH:26].[F:18][C:15]([F:17])([CH3:16])[CH2:14][NH:7][C:8]1[CH:13]=[CH:12][CH:11]=[CH:10][N:9]=1.